This data is from NCI-60 drug combinations with 297,098 pairs across 59 cell lines. The task is: Regression. Given two drug SMILES strings and cell line genomic features, predict the synergy score measuring deviation from expected non-interaction effect. (1) Drug 1: CC(C)NC(=O)C1=CC=C(C=C1)CNNC.Cl. Drug 2: C(CCl)NC(=O)N(CCCl)N=O. Cell line: HS 578T. Synergy scores: CSS=2.50, Synergy_ZIP=-5.38, Synergy_Bliss=-6.29, Synergy_Loewe=-5.81, Synergy_HSA=-4.30. (2) Drug 2: CCC1=C2CN3C(=CC4=C(C3=O)COC(=O)C4(CC)O)C2=NC5=C1C=C(C=C5)O. Synergy scores: CSS=20.9, Synergy_ZIP=6.20, Synergy_Bliss=7.65, Synergy_Loewe=-29.8, Synergy_HSA=-1.37. Cell line: UACC62. Drug 1: CC1C(C(=O)NC(C(=O)N2CCCC2C(=O)N(CC(=O)N(C(C(=O)O1)C(C)C)C)C)C(C)C)NC(=O)C3=C4C(=C(C=C3)C)OC5=C(C(=O)C(=C(C5=N4)C(=O)NC6C(OC(=O)C(N(C(=O)CN(C(=O)C7CCCN7C(=O)C(NC6=O)C(C)C)C)C)C(C)C)C)N)C.